From a dataset of Forward reaction prediction with 1.9M reactions from USPTO patents (1976-2016). Predict the product of the given reaction. Given the reactants [CH3:1]/[C:2](/[CH2:11][CH2:12][CH:13]=[C:14]([CH3:16])[CH3:15])=[CH:3]\[CH2:4][CH2:5][C:6]([CH:8]1[CH2:10][CH2:9]1)=[CH2:7].[C:17]([OH:21])(=[O:20])[CH2:18][CH3:19], predict the reaction product. The product is: [C:17]([O:21][CH2:9][CH2:10][CH:8]=[C:6]([CH3:7])[CH2:5][CH2:4]/[CH:3]=[C:2](\[CH3:1])/[CH2:11][CH2:12][CH:13]=[C:14]([CH3:15])[CH3:16])(=[O:20])[CH2:18][CH3:19].